This data is from Peptide-MHC class II binding affinity with 134,281 pairs from IEDB. The task is: Regression. Given a peptide amino acid sequence and an MHC pseudo amino acid sequence, predict their binding affinity value. This is MHC class II binding data. The peptide sequence is YAQMWLLLYFHRRDLRLM. The MHC is DRB1_0404 with pseudo-sequence DRB1_0404. The binding affinity (normalized) is 0.110.